From a dataset of Full USPTO retrosynthesis dataset with 1.9M reactions from patents (1976-2016). Predict the reactants needed to synthesize the given product. Given the product [C:1]([C:5]1[NH:6][C:7](=[O:30])[C:8]2[CH:14]=[C:13]([C:15]3[CH:22]=[CH:21][C:18]([C:19]4[N:39]=[CH:34][O:36][N:20]=4)=[CH:17][CH:16]=3)[C:12]([C:23]3[CH:28]=[CH:27][CH:26]=[CH:25][C:24]=3[Cl:29])=[N:11][C:9]=2[N:10]=1)([CH3:4])([CH3:2])[CH3:3], predict the reactants needed to synthesize it. The reactants are: [C:1]([C:5]1[NH:6][C:7](=[O:30])[C:8]2[CH:14]=[C:13]([C:15]3[CH:22]=[CH:21][C:18]([C:19]#[N:20])=[CH:17][CH:16]=3)[C:12]([C:23]3[CH:28]=[CH:27][CH:26]=[CH:25][C:24]=3[Cl:29])=[N:11][C:9]=2[N:10]=1)([CH3:4])([CH3:3])[CH3:2].Cl.NO.[CH2:34]([OH:36])C.CC[N:39](CC)CC.